From a dataset of Reaction yield outcomes from USPTO patents with 853,638 reactions. Predict the reaction yield, written as a fraction of the theoretical maximum amount of product (1.0 means a 100% yield; for example, 0.34 means a 34% yield). (1) The reactants are C[O:2][C:3]([C:5]1[C:6]([C:14]2[CH:19]=[CH:18][CH:17]=[CH:16][C:15]=2[N+:20]([O-:22])=[O:21])=[CH:7][CH:8]=[C:9]([C:11](=[S:13])[NH2:12])[CH:10]=1)=[O:4].[F:23][C:24]1[CH:25]=[C:26]([CH:31]=[C:32]([F:34])[CH:33]=1)[C:27](=O)[CH2:28]Br. No catalyst specified. The product is [F:23][C:24]1[CH:25]=[C:26]([C:27]2[N:12]=[C:11]([C:9]3[CH:10]=[C:5]([C:3]([OH:2])=[O:4])[C:6]([C:14]4[CH:19]=[CH:18][CH:17]=[CH:16][C:15]=4[N+:20]([O-:22])=[O:21])=[CH:7][CH:8]=3)[S:13][CH:28]=2)[CH:31]=[C:32]([F:34])[CH:33]=1. The yield is 0.140. (2) The reactants are [CH3:1][N:2]1[CH2:7][CH:6]=[C:5]([C:8]2[CH:9]=[N:10][C:11]([CH3:17])=[C:12]([N+:14]([O-])=O)[CH:13]=2)[C:4]([CH3:19])([CH3:18])[CH2:3]1. The catalyst is CO.[OH-].[Pd+2].[OH-]. The product is [CH3:17][C:11]1[C:12]([NH2:14])=[CH:13][C:8]([CH:5]2[CH2:6][CH2:7][N:2]([CH3:1])[CH2:3][C:4]2([CH3:19])[CH3:18])=[CH:9][N:10]=1. The yield is 1.00. (3) The reactants are Cl[C:2]1[N:3]=[C:4]2[C:10]([C:11]3[CH:16]=[CH:15][CH:14]=[CH:13][CH:12]=3)=[C:9]([C:17]3[CH:22]=[CH:21][C:20]([C:23]4([NH:27][C:28](=[O:34])[O:29][C:30]([CH3:33])([CH3:32])[CH3:31])[CH2:26][CH2:25][CH2:24]4)=[CH:19][CH:18]=3)[O:8][C:5]2=[N:6][CH:7]=1.[CH3:35][C:36]1[C:40](B2OC(C)(C)C(C)(C)O2)=[C:39]([CH3:50])[NH:38][N:37]=1.P([O-])([O-])([O-])=O.[K+].[K+].[K+].O. The catalyst is CN(C=O)C.C1C=CC([P]([Pd]([P](C2C=CC=CC=2)(C2C=CC=CC=2)C2C=CC=CC=2)([P](C2C=CC=CC=2)(C2C=CC=CC=2)C2C=CC=CC=2)[P](C2C=CC=CC=2)(C2C=CC=CC=2)C2C=CC=CC=2)(C2C=CC=CC=2)C2C=CC=CC=2)=CC=1. The product is [CH3:35][C:36]1[C:40]([C:2]2[N:3]=[C:4]3[C:10]([C:11]4[CH:16]=[CH:15][CH:14]=[CH:13][CH:12]=4)=[C:9]([C:17]4[CH:22]=[CH:21][C:20]([C:23]5([NH:27][C:28](=[O:34])[O:29][C:30]([CH3:33])([CH3:31])[CH3:32])[CH2:26][CH2:25][CH2:24]5)=[CH:19][CH:18]=4)[O:8][C:5]3=[N:6][CH:7]=2)=[C:39]([CH3:50])[NH:38][N:37]=1. The yield is 0.500.